This data is from P-glycoprotein inhibition data for predicting drug efflux from Broccatelli et al.. The task is: Regression/Classification. Given a drug SMILES string, predict its absorption, distribution, metabolism, or excretion properties. Task type varies by dataset: regression for continuous measurements (e.g., permeability, clearance, half-life) or binary classification for categorical outcomes (e.g., BBB penetration, CYP inhibition). Dataset: pgp_broccatelli. (1) The result is 1 (inhibitor). The compound is CCN(CC)CCC[C@H](C)N[C@H]1c2ccccc2N[C@@H](C)[C@@H]1OC(=O)c1ccc(C)cc1. (2) The molecule is COC(=O)[C@H]1C[C@H]1c1ccc(-c2nc(-c3ccc(N(C)C)cc3)c(-c3ccc(N(C)C)cc3)[nH]2)cc1. The result is 1 (inhibitor). (3) The molecule is COc1cccc2c(=O)c3ccccc3[nH]c12. The result is 1 (inhibitor).